Dataset: Full USPTO retrosynthesis dataset with 1.9M reactions from patents (1976-2016). Task: Predict the reactants needed to synthesize the given product. (1) Given the product [C:28]([O:27][C:25](=[O:26])[CH2:24][CH2:23][C@H:18]([NH:17][C:15]([C:13]1[S:14][C:7]2[C:8](=[N:9][CH:10]=[CH:11][C:6]=2[O:5][C:4]2[CH:32]=[CH:33][C:34]([NH:35][C:36]([NH:38][C:39]3[CH:44]=[C:43]([CH3:45])[CH:42]=[CH:41][C:40]=3[F:46])=[O:37])=[C:2]([F:1])[CH:3]=2)[CH:12]=1)=[O:16])[C:19]([OH:21])=[O:20])([CH3:31])([CH3:29])[CH3:30], predict the reactants needed to synthesize it. The reactants are: [F:1][C:2]1[CH:3]=[C:4]([CH:32]=[CH:33][C:34]=1[NH:35][C:36]([NH:38][C:39]1[CH:44]=[C:43]([CH3:45])[CH:42]=[CH:41][C:40]=1[F:46])=[O:37])[O:5][C:6]1[CH:11]=[CH:10][N:9]=[C:8]2[CH:12]=[C:13]([C:15]([NH:17][C@@H:18]([CH2:23][CH2:24][C:25]([O:27][C:28]([CH3:31])([CH3:30])[CH3:29])=[O:26])[C:19]([O:21]C)=[O:20])=[O:16])[S:14][C:7]=12.[OH-].[Na+].O.Cl. (2) Given the product [CH:28]([N:16]1[C:15](=[O:31])[C:14]2[N:8]3[CH2:7][CH2:6][C:5]4[CH:4]=[C:3]([O:37][CH3:38])[C:2]([Br:1])=[CH:11][C:10]=4[C:9]3=[C:12]([C:32]3[S:33][CH:34]=[CH:35][CH:36]=3)[C:13]=2[CH2:20][NH:19][CH2:18][CH2:17]1)([CH3:30])[CH3:29], predict the reactants needed to synthesize it. The reactants are: [Br:1][C:2]1[C:3]([O:37][CH3:38])=[CH:4][C:5]2[CH2:6][CH2:7][N:8]3[C:14]4[C:15](=[O:31])[N:16]([CH:28]([CH3:30])[CH3:29])[CH2:17][CH2:18][N:19](C(OC(C)(C)C)=O)[CH2:20][C:13]=4[C:12]([C:32]4[S:33][CH:34]=[CH:35][CH:36]=4)=[C:9]3[C:10]=2[CH:11]=1.C1(OC)C=CC=CC=1.CO.Cl.